Dataset: Forward reaction prediction with 1.9M reactions from USPTO patents (1976-2016). Task: Predict the product of the given reaction. (1) Given the reactants Cl.Cl.Cl.Cl.[N:5]1[CH:10]=[CH:9][CH:8]=[CH:7][C:6]=1[CH2:11][C@H:12]([C:14]([N:16]1[CH2:21][CH2:20][N:19]([CH:22]2[CH2:27][CH2:26][N:25]([CH3:28])[CH2:24][CH2:23]2)[CH2:18][CH2:17]1)=[O:15])[NH2:13].[Cl:29][C:30]1[CH:31]=[CH:32][C:33]2[CH:37]=[C:36]([C:38](O)=[O:39])[S:35][C:34]=2[CH:41]=1, predict the reaction product. The product is: [Cl:29][C:30]1[CH:31]=[CH:32][C:33]2[CH:37]=[C:36]([C:38]([NH:13][C@@H:12]([C:14]([N:16]3[CH2:17][CH2:18][N:19]([CH:22]4[CH2:27][CH2:26][N:25]([CH3:28])[CH2:24][CH2:23]4)[CH2:20][CH2:21]3)=[O:15])[CH2:11][C:6]3[CH:7]=[CH:8][CH:9]=[CH:10][N:5]=3)=[O:39])[S:35][C:34]=2[CH:41]=1. (2) Given the reactants [CH3:1][NH:2][CH:3]1[CH2:8][CH2:7][N:6]([C:9]([O:11][C:12]([CH3:15])([CH3:14])[CH3:13])=[O:10])[CH2:5][CH2:4]1.Br[C:17]1[CH:22]=[CH:21][CH:20]=[CH:19][N:18]=1.C(N(CC)C(C)C)(C)C.C(=O)([O-])[O-].[K+].[K+], predict the reaction product. The product is: [CH3:1][N:2]([C:17]1[CH:22]=[CH:21][CH:20]=[CH:19][N:18]=1)[CH:3]1[CH2:8][CH2:7][N:6]([C:9]([O:11][C:12]([CH3:15])([CH3:14])[CH3:13])=[O:10])[CH2:5][CH2:4]1. (3) Given the reactants [F:1][C:2]([F:10])([F:9])[CH2:3][CH2:4][CH2:5][C:6]([OH:8])=O.C(Cl)(=O)C(Cl)=O.[CH3:17][CH:18]([C@H:20]1[CH2:24][O:23][C:22](=[O:25])[NH:21]1)[CH3:19].[Li]CCCC, predict the reaction product. The product is: [CH:18]([C@H:20]1[CH2:24][O:23][C:22](=[O:25])[N:21]1[C:6](=[O:8])[CH2:5][CH2:4][CH2:3][C:2]([F:1])([F:10])[F:9])([CH3:19])[CH3:17]. (4) Given the reactants C([O:5][C:6](=[O:21])[CH2:7][O:8][C:9]1[CH:10]=[CH:11][C:12]([Cl:20])=[C:13]([CH:19]=1)[C:14]([O:16][CH2:17][CH3:18])=[O:15])(C)(C)C.FC(F)(F)C(O)=O, predict the reaction product. The product is: [Cl:20][C:12]1[CH:11]=[CH:10][C:9]([O:8][CH2:7][C:6]([OH:21])=[O:5])=[CH:19][C:13]=1[C:14]([O:16][CH2:17][CH3:18])=[O:15]. (5) Given the reactants Cl.Cl.[CH3:3][O:4][C:5]1[CH:10]=[CH:9][C:8]([NH:11][C:12]2[C:13]([NH2:18])=[CH:14][CH:15]=[CH:16][CH:17]=2)=[CH:7][CH:6]=1.[NH:19]1[CH:23]=[CH:22][CH:21]=[C:20]1[C:24](O)=[O:25].CCN(CC)CC, predict the reaction product. The product is: [CH3:3][O:4][C:5]1[CH:6]=[CH:7][C:8]([NH:11][C:12]2[CH:17]=[CH:16][CH:15]=[CH:14][C:13]=2[NH:18][C:24]([C:20]2[NH:19][CH:23]=[CH:22][CH:21]=2)=[O:25])=[CH:9][CH:10]=1. (6) Given the reactants [NH:1]1CCCC[CH2:2]1.[Cl:7][C:8]1[C:15]([C:16]([F:19])([F:18])[F:17])=[CH:14][CH:13]=[CH:12][C:9]=1C=O.[BH4-].C([N+](CCCC)(CCCC)CCCC)CCC.C(O)(=[O:40])C.CN([CH:45]=[O:46])C, predict the reaction product. The product is: [F:17][C:16]([F:19])([F:18])[C:45]([O-:46])=[O:40].[Cl:7][C:8]1[C:15]([C:16]([F:19])([F:18])[F:17])=[CH:14][CH:13]=[CH:12][C:9]=1[NH2+:1][CH3:2]. (7) The product is: [OH:20][CH2:19][CH2:18][N:6]1[C:5]2[C:22]([O:24][CH3:25])=[CH:23][C:2]([C:26]#[N:27])=[CH:3][C:4]=2[N:8]=[C:7]1[C:9]1[CH:10]=[CH:11][C:12]([CH:15]([CH3:16])[CH3:17])=[CH:13][CH:14]=1. Given the reactants Br[C:2]1[CH:23]=[C:22]([O:24][CH3:25])[C:5]2[N:6]([CH2:18][CH2:19][O:20]C)[C:7]([C:9]3[CH:14]=[CH:13][C:12]([CH:15]([CH3:17])[CH3:16])=[CH:11][CH:10]=3)=[N:8][C:4]=2[CH:3]=1.[CH3:26][N:27](C=O)C, predict the reaction product. (8) The product is: [Cl:17][C:18]1[CH:23]=[CH:22][C:21]([C:24]([CH3:29])([CH3:28])[C:25]([N:12]2[CH2:13][CH2:14][CH2:15][C:16]3[N:8]([C:5]4[CH:4]=[CH:3][C:2]([F:1])=[CH:7][CH:6]=4)[N:9]=[CH:10][C:11]2=3)=[O:26])=[CH:20][C:19]=1[C:30]([F:31])([F:32])[F:33]. Given the reactants [F:1][C:2]1[CH:7]=[CH:6][C:5]([N:8]2[C:16]3[CH2:15][CH2:14][CH2:13][NH:12][C:11]=3[CH:10]=[N:9]2)=[CH:4][CH:3]=1.[Cl:17][C:18]1[CH:23]=[CH:22][C:21]([C:24]([CH3:29])([CH3:28])[C:25](O)=[O:26])=[CH:20][C:19]=1[C:30]([F:33])([F:32])[F:31].CCN(CC)CC.CN(C(ON1N=NC2C=CC=NC1=2)=[N+](C)C)C.F[P-](F)(F)(F)(F)F, predict the reaction product.